The task is: Predict the reactants needed to synthesize the given product.. This data is from Full USPTO retrosynthesis dataset with 1.9M reactions from patents (1976-2016). (1) Given the product [NH2:33][C:29]1([CH2:28][CH2:27][NH:26][C:2]2[C:11]3[C:6](=[CH:7][CH:8]=[C:9]([CH3:12])[CH:10]=3)[N:5]=[C:4]([N:13]3[CH2:19][C:18]4[CH:20]=[CH:21][CH:22]=[CH:23][C:17]=4[S:16](=[O:25])(=[O:24])[CH2:15][CH2:14]3)[CH:3]=2)[CH2:32][O:31][CH2:30]1, predict the reactants needed to synthesize it. The reactants are: Cl[C:2]1[C:11]2[C:6](=[CH:7][CH:8]=[C:9]([CH3:12])[CH:10]=2)[N:5]=[C:4]([N:13]2[CH2:19][C:18]3[CH:20]=[CH:21][CH:22]=[CH:23][C:17]=3[S:16](=[O:25])(=[O:24])[CH2:15][CH2:14]2)[CH:3]=1.[NH2:26][CH2:27][CH2:28][C:29]1([NH:33]CC2C=CC=CC=2)[CH2:32][O:31][CH2:30]1. (2) Given the product [NH2:21][N:8]1[C:9]([CH3:11])=[CH:10][C:6]([CH:3]([CH2:4][CH3:5])[CH2:1][CH3:2])=[C:7]1[C:12]([NH2:14])=[O:13], predict the reactants needed to synthesize it. The reactants are: [CH2:1]([CH:3]([C:6]1[CH:10]=[C:9]([CH3:11])[NH:8][C:7]=1[C:12]([NH2:14])=[O:13])[CH2:4][CH3:5])[CH3:2].N.CN.C1([NH2:21])CC1. (3) Given the product [CH3:1][O:2][C:3]1[CH:21]=[C:20]([O:22][CH2:34][C:32]2[N:33]=[C:29]([CH:26]3[CH2:27][CH2:28][S:23][CH2:24][CH2:25]3)[S:30][CH:31]=2)[C:6]2[CH:7]=[C:8]([C:10]3[N:11]=[C:12]4[CH:17]=[CH:16][C:15]([CH3:18])=[N:14][N:13]4[CH:19]=3)[O:9][C:5]=2[CH:4]=1, predict the reactants needed to synthesize it. The reactants are: [CH3:1][O:2][C:3]1[CH:4]=[C:5]2[O:9][C:8]([C:10]3[N:11]=[C:12]4[CH:17]=[CH:16][C:15]([CH3:18])=[N:14][N:13]4[CH:19]=3)=[CH:7][C:6]2=[C:20]([OH:22])[CH:21]=1.[S:23]1[CH2:28][CH2:27][CH:26]([C:29]2[S:30][CH:31]=[C:32]([CH2:34]O)[N:33]=2)[CH2:25][CH2:24]1.C(P(CCCC)CCCC)CCC.N(C(N1CCCCC1)=O)=NC(N1CCCCC1)=O. (4) Given the product [Cl:27][C:28]1[CH:33]=[CH:32][CH:31]=[CH:30][C:29]=1[C:34]1[N:37]=[C:24]([CH:10]2[CH2:11][CH:12]([C:14]3[CH:19]=[CH:18][C:17]([C:20]([F:22])([F:21])[F:23])=[CH:16][CH:15]=3)[CH2:13][N:8]([C:6]([N:4]3[CH2:5][CH:2]([OH:1])[CH2:3]3)=[O:7])[CH2:9]2)[O:26][N:35]=1, predict the reactants needed to synthesize it. The reactants are: [OH:1][CH:2]1[CH2:5][N:4]([C:6]([N:8]2[CH2:13][CH:12]([C:14]3[CH:19]=[CH:18][C:17]([C:20]([F:23])([F:22])[F:21])=[CH:16][CH:15]=3)[CH2:11][CH:10]([C:24]([OH:26])=O)[CH2:9]2)=[O:7])[CH2:3]1.[Cl:27][C:28]1[CH:33]=[CH:32][CH:31]=[CH:30][C:29]=1[C:34](=[NH:37])[NH:35]O. (5) The reactants are: [C:1]([C:4]1[S:12][C:11]2[C:10]([N:13]3[CH2:18][CH2:17][CH:16]([CH2:19][NH:20]C(=O)OC(C)(C)C)[CH2:15][CH2:14]3)=[N:9][CH:8]=[N:7][C:6]=2[CH:5]=1)(=[O:3])[NH2:2].Cl. Given the product [NH2:20][CH2:19][CH:16]1[CH2:17][CH2:18][N:13]([C:10]2[C:11]3[S:12][C:4]([C:1]([NH2:2])=[O:3])=[CH:5][C:6]=3[N:7]=[CH:8][N:9]=2)[CH2:14][CH2:15]1, predict the reactants needed to synthesize it. (6) Given the product [CH2:1]([O:3][C:4]([C:6]1([C:9]2[CH:10]=[CH:11][C:12]([C:15]3[CH:20]=[CH:19][C:18]([C:21]4[O:25][N:24]=[C:23]([CH3:26])[C:22]=4[NH:27][C:29]4[CH:34]=[CH:33][CH:32]=[C:31]([O:35][CH2:36][CH2:37][CH2:38][CH3:39])[N:30]=4)=[CH:17][CH:16]=3)=[CH:13][CH:14]=2)[CH2:8][CH2:7]1)=[O:5])[CH3:2], predict the reactants needed to synthesize it. The reactants are: [CH2:1]([O:3][C:4]([C:6]1([C:9]2[CH:14]=[CH:13][C:12]([C:15]3[CH:20]=[CH:19][C:18]([C:21]4[O:25][N:24]=[C:23]([CH3:26])[C:22]=4[NH2:27])=[CH:17][CH:16]=3)=[CH:11][CH:10]=2)[CH2:8][CH2:7]1)=[O:5])[CH3:2].Br[C:29]1[CH:34]=[CH:33][CH:32]=[C:31]([O:35][CH2:36][CH2:37][CH2:38][CH3:39])[N:30]=1.